This data is from Forward reaction prediction with 1.9M reactions from USPTO patents (1976-2016). The task is: Predict the product of the given reaction. (1) Given the reactants Br[C:2]1[CH:12]=[C:11]([CH3:13])[C:5]2[N:6]=[C:7]([NH2:10])[N:8]=[N:9][C:4]=2[CH:3]=1.Br[C:15]1[CH:20]=[CH:19][C:18]([C:21]2([C:24]#[N:25])[CH2:23][CH2:22]2)=[CH:17][CH:16]=1.C1C=CC(P([C:39]2[C:48]([C:49]3C(P(C4C=CC=CC=4)C4C=CC=CC=4)=CC=C4C=3C=CC=C4)=[C:47]3[C:42]([CH:43]=CC=C3)=[CH:41][CH:40]=2)C2C=CC=CC=2)=CC=1.CC([O-])(C)C.[K+], predict the reaction product. The product is: [CH3:43][C:42]1[CH:41]=[CH:40][CH:39]=[C:48]([CH3:49])[C:47]=1[C:2]1[CH:12]=[C:11]([CH3:13])[C:5]2[N:6]=[C:7]([NH:10][C:15]3[CH:20]=[CH:19][C:18]([C:21]4([C:24]#[N:25])[CH2:23][CH2:22]4)=[CH:17][CH:16]=3)[N:8]=[N:9][C:4]=2[CH:3]=1. (2) Given the reactants C(=O)CC.[F:5][C:6]1C=C[C:9]([NH2:10])=[CH:8][CH:7]=1.P(O)(O[C:23]1[CH:28]=[CH:27][CH:26]=[CH:25]C=1)(O[C:27]1[CH:28]=[CH:23]C=[CH:25][CH:26]=1)=O.[CH:30](/[NH:33][C:34](=[O:43])[O:35][CH2:36][C:37]1[CH:42]=[CH:41][CH:40]=[CH:39][CH:38]=1)=[CH:31]\[CH3:32], predict the reaction product. The product is: [CH2:28]([C@H:27]1[C@H:26]([CH3:25])[C@@H:30]([NH:33][C:34](=[O:43])[O:35][CH2:36][C:37]2[CH:38]=[CH:39][CH:40]=[CH:41][CH:42]=2)[C:31]2[C:9](=[CH:8][CH:7]=[C:6]([F:5])[CH:32]=2)[NH:10]1)[CH3:23]. (3) Given the reactants [CH3:1][C:2]1[C:18]([C:19]2[CH:24]=[CH:23][C:22]([O:25][CH3:26])=[CH:21][C:20]=2[O:27][CH3:28])=[CH:17][CH:16]=[CH:15][C:3]=1[C:4]([NH:6][CH2:7][CH2:8][CH2:9][CH2:10][CH2:11][C:12](O)=[O:13])=[O:5].Cl.[NH2:30][OH:31], predict the reaction product. The product is: [OH:31][NH:30][C:12]([CH2:11][CH2:10][CH2:9][CH2:8][CH2:7][NH:6][C:4](=[O:5])[C:3]1[CH:15]=[CH:16][CH:17]=[C:18]([C:19]2[CH:24]=[CH:23][C:22]([O:25][CH3:26])=[CH:21][C:20]=2[O:27][CH3:28])[C:2]=1[CH3:1])=[O:13]. (4) Given the reactants [CH3:1][C:2]1[CH:3]=[C:4]([CH:15]=[CH:16][C:17]=1B1OC(C)(C)C(C)(C)O1)[O:5][C:6]1[C:11]2[CH:12]=[CH:13][O:14][C:10]=2[CH:9]=[CH:8][N:7]=1.Br[C:28]1[C:29]([CH3:35])=[N:30][CH:31]=[N:32][C:33]=1[CH3:34].C1(P(C2CCCCC2)C2CCCCC2)CCCCC1.P([O-])([O-])([O-])=O.[K+].[K+].[K+], predict the reaction product. The product is: [CH3:35][C:29]1[C:28]([C:17]2[CH:16]=[CH:15][C:4]([O:5][C:6]3[C:11]4[CH:12]=[CH:13][O:14][C:10]=4[CH:9]=[CH:8][N:7]=3)=[CH:3][C:2]=2[CH3:1])=[C:33]([CH3:34])[N:32]=[CH:31][N:30]=1. (5) Given the reactants Cl.[N:2]1([C:7](=N)[NH2:8])C=CC=N1.CN(C=O)C.CCN(C(C)C)C(C)C.[NH2:24][CH:25]([CH2:28][OH:29])[CH2:26][OH:27], predict the reaction product. The product is: [OH:27][CH2:26][CH:25]([NH:24][C:7]([NH2:8])=[NH:2])[CH2:28][OH:29]. (6) Given the reactants [CH2:1]([O:8][C:9]([N:11]1[CH2:16][CH2:15][NH:14][CH2:13][CH2:12]1)=[O:10])[C:2]1[CH:7]=[CH:6][CH:5]=[CH:4][CH:3]=1.[C:17](OC(=O)C)(=[O:19])[CH3:18], predict the reaction product. The product is: [C:17]([N:14]1[CH2:15][CH2:16][N:11]([C:9]([O:8][CH2:1][C:2]2[CH:7]=[CH:6][CH:5]=[CH:4][CH:3]=2)=[O:10])[CH2:12][CH2:13]1)(=[O:19])[CH3:18]. (7) Given the reactants [CH:1]1([C:4]([N:6]2[CH2:11][CH2:10][N:9]([C:12]([C:14]3[CH:15]=[C:16]([CH:20]4[C:25]5=[N:26][NH:27][C:28](=[O:33])[C:29]6[CH:30]=[CH:31][CH:32]=[C:23]([C:24]=65)[NH:22][CH:21]4[C:34]4[CH:41]=[CH:40][C:37]([CH:38]=[O:39])=[CH:36][CH:35]=4)[CH:17]=[CH:18][CH:19]=3)=[O:13])[CH2:8][CH2:7]2)=[O:5])[CH2:3][CH2:2]1.[CH3:42][NH:43][CH3:44].[BH4-].[Na+].[CH3:47][OH:48], predict the reaction product. The product is: [CH:1]1([C:47]([N:43]2[CH2:44][CH2:10][N:9]([C:12]([C:14]3[CH:15]=[C:16]([CH:20]4[C:25]5=[N:26][NH:27][C:28](=[O:33])[C:29]6[CH:30]=[CH:31][CH:32]=[C:23]([C:24]=65)[NH:22][CH:21]4[C:34]4[CH:41]=[CH:40][C:37]([CH2:4][N:6]([CH3:11])[CH3:7])=[CH:36][CH:35]=4)[CH:17]=[CH:18][CH:19]=3)=[O:13])[CH2:8][CH2:42]2)=[O:48])[CH2:3][CH2:2]1.[CH:1]1([C:4]([N:6]2[CH2:11][CH2:10][N:9]([C:12]([C:14]3[CH:15]=[C:16]([CH:20]4[C:25]5=[N:26][NH:27][C:28](=[O:33])[C:29]6[CH:30]=[CH:31][CH:32]=[C:23]([C:24]=65)[NH:22][CH:21]4[C:34]4[CH:35]=[CH:36][C:37]([CH2:38][OH:39])=[CH:40][CH:41]=4)[CH:17]=[CH:18][CH:19]=3)=[O:13])[CH2:8][CH2:7]2)=[O:5])[CH2:3][CH2:2]1.